From a dataset of Reaction yield outcomes from USPTO patents with 853,638 reactions. Predict the reaction yield, written as a fraction of the theoretical maximum amount of product (1.0 means a 100% yield; for example, 0.34 means a 34% yield). (1) The reactants are [CH2:1]([C@H:8]([NH:39][C:40](=[O:59])[C@H:41]([CH:56]([CH3:58])[CH3:57])[NH:42][C:43]([N:45]([CH2:47][C:48]1[N:49]=[C:50]([CH:53]([CH3:55])[CH3:54])[S:51][CH:52]=1)[CH3:46])=[O:44])[CH2:9][C@H:10]([O:29][CH:30](SCCCC)[CH2:31][CH2:32][CH3:33])[C@@H:11]([NH:19][C:20]([O:22][CH2:23][C:24]1[S:28][CH:27]=[N:26][CH:25]=1)=[O:21])[CH2:12][C:13]1[CH:18]=[CH:17][CH:16]=[CH:15][CH:14]=1)[C:2]1[CH:7]=[CH:6][CH:5]=[CH:4][CH:3]=1.[P:60](=[O:64])([OH:63])([OH:62])[OH:61].IN1C(=O)CCC1=O.C([O-])([O-])=O.[Na+:77].[Na+]. The catalyst is CN(C=O)C.CO. The product is [CH2:1]([C@H:8]([NH:39][C:40](=[O:59])[C@H:41]([CH:56]([CH3:58])[CH3:57])[NH:42][C:43]([N:45]([CH2:47][C:48]1[N:49]=[C:50]([CH:53]([CH3:54])[CH3:55])[S:51][CH:52]=1)[CH3:46])=[O:44])[CH2:9][C@H:10]([O:29][CH:30]([O:64][P:60]([O-:63])([O-:62])=[O:61])[CH2:31][CH2:32][CH3:33])[C@@H:11]([NH:19][C:20]([O:22][CH2:23][C:24]1[S:28][CH:27]=[N:26][CH:25]=1)=[O:21])[CH2:12][C:13]1[CH:14]=[CH:15][CH:16]=[CH:17][CH:18]=1)[C:2]1[CH:7]=[CH:6][CH:5]=[CH:4][CH:3]=1.[Na+:77].[Na+:77]. The yield is 0.470. (2) The reactants are [N+:1]([C:4]1[CH:9]=[CH:8][C:7]([N:10]=[N:11][C:12]2[CH:20]=[C:16]([C:17]([OH:19])=O)[C:15]([OH:21])=[CH:14][CH:13]=2)=[CH:6][CH:5]=1)([O-:3])=[O:2].[F:22][C:23]([F:36])([F:35])[C:24]1[CH:25]=[C:26]([CH:28]=[C:29]([C:31]([F:34])([F:33])[F:32])[CH:30]=1)[NH2:27]. No catalyst specified. The product is [F:22][C:23]([F:35])([F:36])[C:24]1[CH:25]=[C:26]([NH:27][C:17](=[O:19])[C:16]2[CH:20]=[C:12]([N:11]=[N:10][C:7]3[CH:6]=[CH:5][C:4]([N+:1]([O-:3])=[O:2])=[CH:9][CH:8]=3)[CH:13]=[CH:14][C:15]=2[OH:21])[CH:28]=[C:29]([C:31]([F:32])([F:34])[F:33])[CH:30]=1. The yield is 0.113. (3) The reactants are [C:1]1([OH:7])[CH:6]=[CH:5][CH:4]=[CH:3][CH:2]=1.C(CC(=O)C)(=O)C.Br[C:16]1[CH:17]=[C:18]2[C:23](=[CH:24][CH:25]=1)[C:21](=[O:22])[O:20][CH2:19]2.C(=O)([O-])[O-].[K+].[K+]. The catalyst is [Cu](Br)Br.O.CN(C=O)C. The product is [O:7]([C:16]1[CH:17]=[C:18]2[C:23](=[CH:24][CH:25]=1)[C:21](=[O:22])[O:20][CH2:19]2)[C:1]1[CH:6]=[CH:5][CH:4]=[CH:3][CH:2]=1. The yield is 0.720. (4) The reactants are [Cl:1][C:2]1[C:9]([CH3:10])=[C:8]([N:11]2[CH2:15][C@H:14]3[C@@H:16](O)[CH2:17][CH2:18][N:13]3[C:12]2=[O:20])[CH:7]=[CH:6][C:3]=1[C:4]#[N:5].CCN(S(F)(F)[F:27])CC. The catalyst is ClCCl. The product is [Cl:1][C:2]1[C:9]([CH3:10])=[C:8]([N:11]2[CH2:15][CH:14]3[C@H:16]([F:27])[CH2:17][CH2:18][N:13]3[C:12]2=[O:20])[CH:7]=[CH:6][C:3]=1[C:4]#[N:5]. The yield is 0.479. (5) The reactants are Br[C:2]1[C:14]2[C:13]3[C:8](=[CH:9][C:10]([CH2:15][O:16][CH3:17])=[CH:11][CH:12]=3)[NH:7][C:6]=2[C:5]([C:18]([NH2:20])=[O:19])=[CH:4][CH:3]=1.[Cl:21][C:22]1[C:31]2[N:26]([C:27](=[O:49])[N:28]([C:33]3[CH:38]=[CH:37][CH:36]=[C:35](B4OC(C)(C)C(C)(C)O4)[C:34]=3[CH3:48])[C:29](=[O:32])[CH:30]=2)[CH:25]=[CH:24][CH:23]=1.C([O-])([O-])=O.[Cs+].[Cs+]. The catalyst is C1COCC1.O.C1C=CC(P(C2C=CC=CC=2)[C-]2C=CC=C2)=CC=1.C1C=CC(P(C2C=CC=CC=2)[C-]2C=CC=C2)=CC=1.Cl[Pd]Cl.[Fe+2].C(Cl)Cl. The product is [Cl:21][C:22]1[C:31]2[N:26]([C:27](=[O:49])[N:28]([C:33]3[C:34]([CH3:48])=[C:35]([C:2]4[C:14]5[C:13]6[C:8](=[CH:9][C:10]([CH2:15][O:16][CH3:17])=[CH:11][CH:12]=6)[NH:7][C:6]=5[C:5]([C:18]([NH2:20])=[O:19])=[CH:4][CH:3]=4)[CH:36]=[CH:37][CH:38]=3)[C:29](=[O:32])[CH:30]=2)[CH:25]=[CH:24][CH:23]=1. The yield is 0.200. (6) The reactants are [Cl:1][C:2]1[C:7]([CH2:8][CH2:9][OH:10])=[C:6]([Cl:11])[N:5]=[CH:4][N:3]=1.[CH3:12][S:13](Cl)(=[O:15])=[O:14].C(N(CC)CC)C. The catalyst is C(Cl)Cl.CN(C1C=CN=CC=1)C. The product is [Cl:11][C:6]1[C:7]([CH2:8][CH2:9][O:10][S:13]([CH3:12])(=[O:15])=[O:14])=[C:2]([Cl:1])[N:3]=[CH:4][N:5]=1. The yield is 0.800.